This data is from M1 muscarinic receptor agonist screen with 61,833 compounds. The task is: Binary Classification. Given a drug SMILES string, predict its activity (active/inactive) in a high-throughput screening assay against a specified biological target. (1) The drug is O1c2n[nH]c(c2C(Cc2ccccc2)C(=C1N)C#N)C(C)C. The result is 0 (inactive). (2) The drug is O=C(Nc1ccc(cc1)C)C1N(CCC1)C(=O)Nc1ccc(OC)cc1. The result is 0 (inactive). (3) The result is 0 (inactive). The molecule is s1c(nn2c(nnc12)c1cc(OC)c(OC)c(OC)c1)Cc1ccc(OC)cc1. (4) The compound is O=C(N1CCCC1)c1nn(c(=O)c2c1cccc2)C. The result is 0 (inactive).